From a dataset of Reaction yield outcomes from USPTO patents with 853,638 reactions. Predict the reaction yield, written as a fraction of the theoretical maximum amount of product (1.0 means a 100% yield; for example, 0.34 means a 34% yield). (1) The reactants are [O:1]=[C:2]1[NH:7][CH2:6][CH2:5][N:4]([CH2:8][CH2:9][NH:10][C:11](=[O:17])[O:12][C:13]([CH3:16])([CH3:15])[CH3:14])[CH2:3]1.FC(F)(F)S(O[C:24]1[C:33]2[C:28](=[CH:29][CH:30]=[C:31]([O:34][CH3:35])[N:32]=2)[N:27]=[CH:26][CH:25]=1)(=O)=O.C1C=CC(P(C2C=CC3C(=CC=CC=3)C=2C2C3C(=CC=CC=3)C=CC=2P(C2C=CC=CC=2)C2C=CC=CC=2)C2C=CC=CC=2)=CC=1.C([O-])([O-])=O.[Cs+].[Cs+]. The catalyst is O1CCOCC1.C1C=CC(/C=C/C(/C=C/C2C=CC=CC=2)=O)=CC=1.C1C=CC(/C=C/C(/C=C/C2C=CC=CC=2)=O)=CC=1.C1C=CC(/C=C/C(/C=C/C2C=CC=CC=2)=O)=CC=1.[Pd].[Pd]. The product is [CH3:35][O:34][C:31]1[N:32]=[C:33]2[C:28](=[CH:29][CH:30]=1)[N:27]=[CH:26][CH:25]=[C:24]2[N:7]1[CH2:6][CH2:5][N:4]([CH2:8][CH2:9][NH:10][C:11](=[O:17])[O:12][C:13]([CH3:14])([CH3:16])[CH3:15])[CH2:3][C:2]1=[O:1]. The yield is 0.530. (2) The reactants are [Br:1][C:2]1[C:3]([CH3:11])=[C:4]([CH:8]=[CH:9][CH:10]=1)[C:5]([NH2:7])=O.N1C=CC=CC=1.FC(F)(F)C(OC(=O)C(F)(F)F)=O. The catalyst is ClCCl. The product is [Br:1][C:2]1[C:3]([CH3:11])=[C:4]([CH:8]=[CH:9][CH:10]=1)[C:5]#[N:7]. The yield is 0.920. (3) The reactants are [Br:1][C:2]1[CH:3]=[C:4]([N:9]2[C:13](=[O:14])[O:12][N:11]=[C:10]2[C:15]2[C:19]([NH:20][CH2:21][CH2:22][CH2:23][O:24]C)=[N:18][O:17][N:16]=2)[CH:5]=[CH:6][C:7]=1[F:8].B(Br)(Br)Br. The catalyst is ClCCl. The product is [Br:1][C:2]1[CH:3]=[C:4]([N:9]2[C:13](=[O:14])[O:12][N:11]=[C:10]2[C:15]2[C:19]([NH:20][CH2:21][CH2:22][CH2:23][OH:24])=[N:18][O:17][N:16]=2)[CH:5]=[CH:6][C:7]=1[F:8]. The yield is 0.730.